From a dataset of Full USPTO retrosynthesis dataset with 1.9M reactions from patents (1976-2016). Predict the reactants needed to synthesize the given product. (1) Given the product [CH3:31][N:24]1[CH2:25][CH2:26][N:27]([CH3:30])[C:28](=[O:29])[CH:23]1[C:20]1[CH:19]=[CH:18][C:17]([NH:16][C:10]2[C:11](=[O:15])[N:12]([CH3:14])[CH:13]=[C:8]([C:4]3[C:3]([CH3:32])=[C:2]([NH:1][C:43]([C:41]4[S:40][C:39]5[C:34](=[O:33])[CH2:35][CH2:36][CH2:37][C:38]=5[CH:42]=4)=[O:44])[CH:7]=[CH:6][CH:5]=3)[N:9]=2)=[CH:22][CH:21]=1, predict the reactants needed to synthesize it. The reactants are: [NH2:1][C:2]1[C:3]([CH3:32])=[C:4]([C:8]2[N:9]=[C:10]([NH:16][C:17]3[CH:22]=[CH:21][C:20]([CH:23]4[C:28](=[O:29])[N:27]([CH3:30])[CH2:26][CH2:25][N:24]4[CH3:31])=[CH:19][CH:18]=3)[C:11](=[O:15])[N:12]([CH3:14])[CH:13]=2)[CH:5]=[CH:6][CH:7]=1.[O:33]=[C:34]1[C:39]2[S:40][C:41]([C:43](O)=[O:44])=[CH:42][C:38]=2[CH2:37][CH2:36][CH2:35]1.C(N(CC)C(C)C)(C)C.F[P-](F)(F)(F)(F)F.N1(O[P+](N(C)C)(N(C)C)N(C)C)C2C=CC=CC=2N=N1. (2) Given the product [Cl:33][C:34]1[N:39]=[C:38]([O:1][C:2]2[CH:28]=[CH:27][C:26]([C:29]([F:32])([F:31])[F:30])=[CH:25][C:3]=2[CH2:4][NH:5][C:6]([NH:8][C:9]2[N:13]([C:14]3[CH:15]=[CH:16][C:17]([CH3:20])=[CH:18][CH:19]=3)[N:12]=[C:11]([C:21]([CH3:24])([CH3:22])[CH3:23])[CH:10]=2)=[O:7])[CH:37]=[CH:36][N:35]=1, predict the reactants needed to synthesize it. The reactants are: [OH:1][C:2]1[CH:28]=[CH:27][C:26]([C:29]([F:32])([F:31])[F:30])=[CH:25][C:3]=1[CH2:4][NH:5][C:6]([NH:8][C:9]1[N:13]([C:14]2[CH:19]=[CH:18][C:17]([CH3:20])=[CH:16][CH:15]=2)[N:12]=[C:11]([C:21]([CH3:24])([CH3:23])[CH3:22])[CH:10]=1)=[O:7].[Cl:33][C:34]1[N:39]=[C:38](Cl)[CH:37]=[CH:36][N:35]=1.[OH-].[Na+]. (3) Given the product [OH:24][C@@H:21]1[CH2:22][CH2:23][C@H:18]([NH:17][C:5]2[N:6]=[C:7]3[C:2]([NH:1][C:61](=[O:63])[N:8]3[C:9]3[CH:14]=[CH:13][CH:12]=[CH:11][C:10]=3[O:15][CH3:16])=[C:3]([C:25]([NH2:37])=[O:26])[N:4]=2)[CH2:19][CH2:20]1, predict the reactants needed to synthesize it. The reactants are: [NH2:1][C:2]1[C:3]([C:25](OCC)=[O:26])=[N:4][C:5]([NH:17][C@H:18]2[CH2:23][CH2:22][C@@H:21]([OH:24])[CH2:20][CH2:19]2)=[N:6][C:7]=1[NH:8][C:9]1[CH:14]=[CH:13][CH:12]=[CH:11][C:10]=1[O:15][CH3:16].O[C@@H]1CC[C@H]([NH:37]C2N=C(C(OCC)=O)C([N+]([O-])=O)=C(NC3C=CC=CC=3OC)N=2)CC1.[CH2:61]([OH:63])C.